This data is from Catalyst prediction with 721,799 reactions and 888 catalyst types from USPTO. The task is: Predict which catalyst facilitates the given reaction. (1) Reactant: [C:1]1([CH:7]2[C:13]3[S:14][CH:15]=[CH:16][C:12]=3[NH:11][CH2:10][CH2:9][CH2:8]2)[CH:6]=[CH:5][CH:4]=[CH:3][CH:2]=1.[H-].[Na+].[C:19](N1C=CN=C1)([N:21]1[CH:25]=[CH:24][N:23]=[CH:22]1)=[O:20].C(Cl)Cl. Product: [N:21]1([C:19]([CH:9]2[CH2:8][CH:7]([C:1]3[CH:2]=[CH:3][CH:4]=[CH:5][CH:6]=3)[C:13]3[S:14][CH:15]=[CH:16][C:12]=3[NH:11][CH2:10]2)=[O:20])[CH:25]=[CH:24][N:23]=[CH:22]1. The catalyst class is: 36. (2) Reactant: Br[CH2:2][C:3]([C:5]1[CH:14]=[C:13]2[C:8]([CH2:9][N:10]([CH2:24][C:25]3[CH:30]=[CH:29][C:28]([O:31][CH3:32])=[CH:27][CH:26]=3)[C:11](=[O:23])[N:12]2[C:15]2[C:20]([Cl:21])=[CH:19][CH:18]=[CH:17][C:16]=2[Cl:22])=[C:7]([C:33]2[CH:38]=[CH:37][CH:36]=[CH:35][C:34]=2[Cl:39])[CH:6]=1)=[O:4].[CH:40]([N:43]1[CH2:48][CH2:47][NH:46][CH2:45][CH2:44]1)([CH3:42])[CH3:41]. Product: [Cl:39][C:34]1[CH:35]=[CH:36][CH:37]=[CH:38][C:33]=1[C:7]1[CH:6]=[C:5]([C:3](=[O:4])[CH2:2][N:46]2[CH2:47][CH2:48][N:43]([CH:40]([CH3:42])[CH3:41])[CH2:44][CH2:45]2)[CH:14]=[C:13]2[C:8]=1[CH2:9][N:10]([CH2:24][C:25]1[CH:30]=[CH:29][C:28]([O:31][CH3:32])=[CH:27][CH:26]=1)[C:11](=[O:23])[N:12]2[C:15]1[C:16]([Cl:22])=[CH:17][CH:18]=[CH:19][C:20]=1[Cl:21]. The catalyst class is: 2.